This data is from Full USPTO retrosynthesis dataset with 1.9M reactions from patents (1976-2016). The task is: Predict the reactants needed to synthesize the given product. (1) Given the product [C:1]([NH:4][NH:5][C:6]([C:8]1[N:13]=[C:12]([N:14]2[CH2:18][CH2:17][CH2:16][CH:15]2[C:19]2[O:23][N:22]=[C:21]([C:24]3[CH:29]=[CH:28][CH:27]=[CH:26][N:25]=3)[CH:20]=2)[N:11]=[C:10]([NH:30][C:31]2[CH:35]=[C:34]([CH3:36])[NH:33][N:32]=2)[CH:9]=1)=[O:7])(=[O:3])[CH3:2], predict the reactants needed to synthesize it. The reactants are: [C:1]([NH:4][NH:5][C:6]([C:8]1[N:13]=[C:12]([N:14]2[CH2:18][CH2:17][CH2:16][CH:15]2[C:19]2[O:23][N:22]=[C:21]([C:24]3[CH:29]=[CH:28][CH:27]=[CH:26][N:25]=3)[CH:20]=2)[N:11]=[C:10]([NH:30][CH:31]2[CH:35]=[C:34]([CH3:36])[NH:33][N:32]2C(=O)C)[CH:9]=1)=[O:7])(=[O:3])[CH3:2].[OH-].[Na+]. (2) Given the product [Br:44][C:45]1[CH:46]=[CH:47][C:48]([C:51]2[CH:56]=[CH:55][CH:54]=[C:53]([NH:14][C:15]([NH:17][C:18]3[CH:23]=[CH:22][C:21]([O:24][C:25]4[CH:30]=[CH:29][N:28]=[C:27]([NH:31][CH2:32][CH2:33][CH2:34][CH2:35][N:36]([CH3:38])[CH3:37])[N:26]=4)=[CH:20][C:19]=3[CH3:39])=[O:16])[C:52]=2[C:58]([F:59])([F:60])[F:61])=[CH:49][CH:50]=1, predict the reactants needed to synthesize it. The reactants are: ClC1C=C(C2C=CC([NH:14][C:15]([NH:17][C:18]3[CH:23]=[CH:22][C:21]([O:24][C:25]4[CH:30]=[CH:29][N:28]=[C:27]([NH:31][CH2:32][CH2:33][CH2:34][CH2:35][N:36]([CH3:38])[CH3:37])[N:26]=4)=[CH:20][C:19]=3[CH3:39])=[O:16])=CC=2C(F)(F)F)C=CC=1.[Br:44][C:45]1[CH:50]=[CH:49][C:48]([C:51]2[CH:56]=[CH:55][C:54](N)=[CH:53][C:52]=2[C:58]([F:61])([F:60])[F:59])=[CH:47][CH:46]=1. (3) Given the product [Cl:1][C:2]1[CH:3]=[CH:4][C:5]([O:22][CH3:23])=[C:6]([CH:21]=1)[C:7](/[N:9]=[C:10]1\[S:11][C:12]2[C:18]([CH3:19])([CH3:20])[O:17][CH2:16][CH2:15][C:13]=2[N:14]\1[CH2:24][CH:25]([CH3:28])[CH3:26])=[O:8], predict the reactants needed to synthesize it. The reactants are: [Cl:1][C:2]1[CH:3]=[CH:4][C:5]([O:22][CH3:23])=[C:6]([CH:21]=1)[C:7]([NH:9][C:10]1[S:11][C:12]2[C:18]([CH3:20])([CH3:19])[O:17][CH2:16][CH2:15][C:13]=2[N:14]=1)=[O:8].[CH3:24][C:25]([CH3:28])([O-])[CH3:26].[K+].BrCC(C)C. (4) Given the product [CH:21]1([C@@:7]([OH:8])([C:1]2[CH:6]=[CH:5][CH:4]=[CH:3][CH:2]=2)[C:9]2[N:13]=[CH:12][N:11]([CH2:14][CH:15]3[CH2:20][CH2:19][N:18]([CH2:28][CH2:29][C:30]4[CH:31]=[CH:32][C:33]([CH2:36][CH2:37][N:38]5[C:46](=[O:47])[C:45]6[C:40](=[CH:41][CH:42]=[CH:43][CH:44]=6)[C:39]5=[O:48])=[CH:34][CH:35]=4)[CH2:17][CH2:16]3)[N:10]=2)[CH2:26][CH2:25][CH2:24][CH2:23][CH2:22]1, predict the reactants needed to synthesize it. The reactants are: [CH:1]1([C:7]([C:21]2[CH:26]=[CH:25][CH:24]=[CH:23][CH:22]=2)([C:9]2[N:13]=[CH:12][N:11]([CH2:14][CH:15]3[CH2:20][CH2:19][NH:18][CH2:17][CH2:16]3)[N:10]=2)[OH:8])[CH2:6][CH2:5][CH2:4][CH2:3][CH2:2]1.Br[CH2:28][CH2:29][C:30]1[CH:35]=[CH:34][C:33]([CH2:36][CH2:37][N:38]2[C:46](=[O:47])[C:45]3[C:40](=[CH:41][CH:42]=[CH:43][CH:44]=3)[C:39]2=[O:48])=[CH:32][CH:31]=1.C(N(CC)CC)C. (5) Given the product [OH:1][CH2:2][C@H:3]1[CH2:6][C@@H:5]([NH:7][C:8]2[C:13]([C:14]#[N:15])=[CH:12][N:11]=[C:10]([NH:52][CH2:51][C:46]3[CH:47]=[N:48][CH:49]=[CH:50][C:45]=3[C:44]([F:54])([F:43])[F:53])[N:9]=2)[C:4]1([CH3:21])[CH3:20], predict the reactants needed to synthesize it. The reactants are: [OH:1][CH2:2][C@H:3]1[CH2:6][C@@H:5]([NH:7][C:8]2[C:13]([C:14]#[N:15])=[CH:12][N:11]=[C:10](S(C)(=O)=O)[N:9]=2)[C:4]1([CH3:21])[CH3:20].OC[C@H]1C[C@@H](NC2C(C#N)=CN=C(S(C)=O)N=2)C1(C)C.Cl.[F:43][C:44]([F:54])([F:53])[C:45]1[CH:50]=[CH:49][N:48]=[CH:47][C:46]=1[CH2:51][NH2:52].CCN(C(C)C)C(C)C. (6) Given the product [CH:9]1([CH2:14][O:15][C:2]2[CH:7]=[CH:6][C:5]([Br:8])=[CH:4][N:3]=2)[CH2:13][CH2:12][CH2:11][CH2:10]1, predict the reactants needed to synthesize it. The reactants are: Br[C:2]1[CH:7]=[CH:6][C:5]([Br:8])=[CH:4][N:3]=1.[CH:9]1([CH2:14][OH:15])[CH2:13][CH2:12][CH2:11][CH2:10]1.